This data is from Full USPTO retrosynthesis dataset with 1.9M reactions from patents (1976-2016). The task is: Predict the reactants needed to synthesize the given product. (1) The reactants are: [Br:1][C:2]1[CH:6]=[N:5][N:4]([CH3:7])[C:3]=1[NH:8][C:9]1[CH:14]=[CH:13][C:12](I)=[CH:11][CH:10]=1.[Br:16][C:17]1[CH:22]=[CH:21][C:20](B(O)O)=[CH:19][CH:18]=1.C(=O)([O-])[O-].[Cs+].[Cs+].COCCOC. Given the product [Br:16][C:17]1[CH:22]=[CH:21][C:20]([C:12]2[CH:13]=[CH:14][C:9]([NH:8][C:3]3[N:4]([CH3:7])[N:5]=[CH:6][C:2]=3[Br:1])=[CH:10][CH:11]=2)=[CH:19][CH:18]=1, predict the reactants needed to synthesize it. (2) Given the product [N:1]1[CH:6]=[CH:5][CH:4]=[CH:3][C:2]=1[NH:7][C:8]1[S:9][C:12]([CH:13]=[O:14])=[CH:15][N:10]=1, predict the reactants needed to synthesize it. The reactants are: [N:1]1[CH:6]=[CH:5][CH:4]=[CH:3][C:2]=1[NH:7][C:8]([NH2:10])=[S:9].Br[C:12](=[CH:15]O)[CH:13]=[O:14].C([O-])(=O)C.[Na+]. (3) Given the product [CH:1]1([NH:4][C:6]2[CH:11]=[C:10]([C:12]3[CH:20]=[CH:19][CH:18]=[C:17]4[C:13]=3[CH:14]=[CH:15][NH:16]4)[N:9]=[C:8]([NH2:21])[N:7]=2)[CH2:3][CH2:2]1, predict the reactants needed to synthesize it. The reactants are: [CH:1]1([NH2:4])[CH2:3][CH2:2]1.Cl[C:6]1[CH:11]=[C:10]([C:12]2[CH:20]=[CH:19][CH:18]=[C:17]3[C:13]=2[CH:14]=[CH:15][NH:16]3)[N:9]=[C:8]([NH2:21])[N:7]=1. (4) Given the product [NH:8]1[CH2:13][CH2:12][CH2:11][CH:10]([CH2:14][NH:15][C:16]([C:18]2[N:19]=[N:20][N:21]([C:23]3[CH:28]=[C:27]([C:29](=[O:48])[NH:30][C:31]4[CH:36]=[C:35]([C:37]([CH3:38])([CH3:39])[CH3:40])[CH:34]=[C:33]([NH:41][S:42]([CH3:45])(=[O:43])=[O:44])[C:32]=4[O:46][CH3:47])[CH:26]=[CH:25][C:24]=3[CH3:49])[CH:22]=2)=[O:17])[CH2:9]1, predict the reactants needed to synthesize it. The reactants are: C(OC([N:8]1[CH2:13][CH2:12][CH2:11][CH:10]([CH2:14][NH:15][C:16]([C:18]2[N:19]=[N:20][N:21]([C:23]3[CH:28]=[C:27]([C:29](=[O:48])[NH:30][C:31]4[CH:36]=[C:35]([C:37]([CH3:40])([CH3:39])[CH3:38])[CH:34]=[C:33]([NH:41][S:42]([CH3:45])(=[O:44])=[O:43])[C:32]=4[O:46][CH3:47])[CH:26]=[CH:25][C:24]=3[CH3:49])[CH:22]=2)=[O:17])[CH2:9]1)=O)(C)(C)C.Cl. (5) Given the product [OH:25][CH2:24][CH:23]([NH:22][C:3]([C:5]1[S:9][C:8]([CH2:10][CH2:11][C:12]2[C:13]([CH2:18][CH2:19][CH2:20][CH3:21])=[N:14][O:15][C:16]=2[CH3:17])=[N:7][CH:6]=1)=[O:4])[CH3:26], predict the reactants needed to synthesize it. The reactants are: CO[C:3]([C:5]1[S:9][C:8]([CH2:10][CH2:11][C:12]2[C:13]([CH2:18][CH2:19][CH2:20][CH3:21])=[N:14][O:15][C:16]=2[CH3:17])=[N:7][CH:6]=1)=[O:4].[NH2:22][CH:23]([CH3:26])[CH2:24][OH:25].